Dataset: Forward reaction prediction with 1.9M reactions from USPTO patents (1976-2016). Task: Predict the product of the given reaction. Given the reactants [NH2:1][C:2]1[C:31]([F:32])=[CH:30][C:5]([CH2:6][CH:7]2[CH2:12][CH2:11][N:10]([CH2:13][C:14]3[CH:19]=[CH:18][C:17]([C:20]([OH:29])([C:25]([F:28])([F:27])[F:26])[C:21]([F:24])([F:23])[F:22])=[CH:16][CH:15]=3)[CH2:9][CH2:8]2)=[C:4]([Cl:33])[CH:3]=1.C(Cl)(=O)OC1C=CC([N+:42]([O-])=O)=CC=1.[NH2:47][CH2:48][C:49]([CH3:52])(O)[CH3:50].[O:53]1[CH2:57]CCC1, predict the reaction product. The product is: [NH2:42][C:49]([CH3:52])([CH3:50])[CH2:48][NH:47][C:57]([NH:1][C:2]1[CH:3]=[C:4]([Cl:33])[C:5]([CH2:6][CH:7]2[CH2:12][CH2:11][N:10]([CH2:13][C:14]3[CH:19]=[CH:18][C:17]([C:20]([OH:29])([C:25]([F:28])([F:26])[F:27])[C:21]([F:22])([F:23])[F:24])=[CH:16][CH:15]=3)[CH2:9][CH2:8]2)=[CH:30][C:31]=1[F:32])=[O:53].